Dataset: Forward reaction prediction with 1.9M reactions from USPTO patents (1976-2016). Task: Predict the product of the given reaction. (1) Given the reactants [C:1]([O:5][C:6]([N:8]1[CH2:13][C@@H:12]([C:14](=[O:37])[NH:15][CH2:16][C:17]2([CH2:31][CH2:32][CH2:33][CH2:34][O:35][CH3:36])[C:30]3[CH:29]=[CH:28][CH:27]=[CH:26][C:25]=3[O:24][C:23]3[C:18]2=[CH:19][CH:20]=[CH:21][CH:22]=3)[CH2:11][C@@H:10]([C:38]([OH:40])=O)[CH2:9]1)=[O:7])([CH3:4])([CH3:3])[CH3:2].Cl.Cl.[CH2:43]([NH:45][CH2:46][CH2:47][C:48]1[CH:53]=[CH:52][N:51]=[CH:50][CH:49]=1)[CH3:44], predict the reaction product. The product is: [C:1]([O:5][C:6]([N:8]1[CH2:13][C@@H:12]([C:14](=[O:37])[NH:15][CH2:16][C:17]2([CH2:31][CH2:32][CH2:33][CH2:34][O:35][CH3:36])[C:30]3[CH:29]=[CH:28][CH:27]=[CH:26][C:25]=3[O:24][C:23]3[C:18]2=[CH:19][CH:20]=[CH:21][CH:22]=3)[CH2:11][C@@H:10]([C:38](=[O:40])[N:45]([CH2:43][CH3:44])[CH2:46][CH2:47][C:48]2[CH:49]=[CH:50][N:51]=[CH:52][CH:53]=2)[CH2:9]1)=[O:7])([CH3:4])([CH3:3])[CH3:2]. (2) Given the reactants [CH3:1][O:2][CH:3]([C:6]1[C:14]2[C:9](=[CH:10][C:11](I)=[CH:12][CH:13]=2)[N:8]([CH2:16][O:17][CH2:18][CH2:19][Si:20]([CH3:23])([CH3:22])[CH3:21])[N:7]=1)[O:4][CH3:5].[CH3:24][O:25][C:26]1[CH:31]=[C:30]([O:32][CH:33]([Si](C)(C)C)[O:34][CH2:35][CH3:36])[CH:29]=[CH:28][C:27]=1B(O)O.C(=O)([O-])[O-].[Na+].[Na+].CO, predict the reaction product. The product is: [CH3:1][O:2][CH:3]([C:6]1[C:14]2[C:9](=[CH:10][C:11]([C:27]3[CH:28]=[CH:29][C:30]([O:32][CH2:33][O:34][CH2:35][CH2:36][Si:20]([CH3:22])([CH3:21])[CH3:19])=[CH:31][C:26]=3[O:25][CH3:24])=[CH:12][CH:13]=2)[N:8]([CH2:16][O:17][CH2:18][CH2:19][Si:20]([CH3:23])([CH3:22])[CH3:21])[N:7]=1)[O:4][CH3:5].